Predict the reaction yield, written as a fraction of the theoretical maximum amount of product (1.0 means a 100% yield; for example, 0.34 means a 34% yield). From a dataset of Reaction yield outcomes from USPTO patents with 853,638 reactions. (1) The reactants are [C:1]([C:4]1[S:8][C:7]([N:9]2[CH2:13][CH2:12][NH:11][C:10]2=[O:14])=[N:6][C:5]=1[CH3:15])(=[O:3])[CH3:2].C(=O)([O-])[O-].[K+].[K+].[CH:22]1([CH2:25][CH2:26]OS(C2C=CC(C)=CC=2)(=O)=O)[CH2:24][CH2:23]1. The catalyst is [I-].C([N+](CCCC)(CCCC)CCCC)CCC.O1CCOCC1. The product is [C:1]([C:4]1[S:8][C:7]([N:9]2[CH2:13][CH2:12][N:11]([CH2:26][CH2:25][CH:22]3[CH2:24][CH2:23]3)[C:10]2=[O:14])=[N:6][C:5]=1[CH3:15])(=[O:3])[CH3:2]. The yield is 0.370. (2) The reactants are [OH:1][C:2]1[CH:6]=[C:5]([C:7]([O:9][CH3:10])=[O:8])[N:4]([CH3:11])[N:3]=1.IC.[C:14](=O)([O-])[O-].[K+].[K+].CN(C)C=O. The catalyst is O. The product is [CH3:14][O:1][C:2]1[CH:6]=[C:5]([C:7]([O:9][CH3:10])=[O:8])[N:4]([CH3:11])[N:3]=1. The yield is 0.790. (3) The reactants are [CH3:1][O:2][C:3](=[O:14])[C@H:4]([NH:6][CH2:7][C:8]1[CH:13]=[CH:12][CH:11]=[CH:10][CH:9]=1)[CH3:5].C(Cl)CCl.[NH:19]([C:26]([O:28][C:29]([CH3:32])([CH3:31])[CH3:30])=[O:27])[C@H:20]([C:23](O)=[O:24])[CH2:21][CH3:22].CN(C=O)C. The catalyst is C(Cl)Cl.N(C(OC(C)(C)C)=O)[C@H](C(O)=O)CC. The product is [CH3:1][O:2][C:3](=[O:14])[C@H:4]([N:6]([CH2:7][C:8]1[CH:9]=[CH:10][CH:11]=[CH:12][CH:13]=1)[C:23](=[O:24])[C@@H:20]([NH:19][C:26]([O:28][C:29]([CH3:32])([CH3:31])[CH3:30])=[O:27])[CH2:21][CH3:22])[CH3:5]. The yield is 0.870. (4) The reactants are [CH3:1][C:2]1[N:7]=[CH:6][C:5]([CH2:8][C:9]2[C:10](=[O:17])[N:11]=[C:12](SC)[NH:13][CH:14]=2)=[CH:4][N:3]=1.[NH2:18][CH2:19][CH2:20][C:21]1[CH:22]=[CH:23][C:24]([O:29][C:30]2[CH:35]=[CH:34][C:33]([C:36]([F:39])([F:38])[F:37])=[CH:32][N:31]=2)=[C:25]([CH:28]=1)[C:26]#[N:27]. The catalyst is C(O)C. The product is [CH3:1][C:2]1[N:7]=[CH:6][C:5]([CH2:8][C:9]2[C:10](=[O:17])[N:11]=[C:12]([NH:18][CH2:19][CH2:20][C:21]3[CH:22]=[CH:23][C:24]([O:29][C:30]4[CH:35]=[CH:34][C:33]([C:36]([F:39])([F:37])[F:38])=[CH:32][N:31]=4)=[C:25]([CH:28]=3)[C:26]#[N:27])[NH:13][CH:14]=2)=[CH:4][N:3]=1. The yield is 0.324. (5) The reactants are [H-].[Na+].[Cl:3][C:4]1[CH:9]=[CH:8][C:7]([CH:10]([C:32]2[CH:33]=[N:34][NH:35][CH:36]=2)[N:11]2[CH:16]=[CH:15][C:14]([C:17]3[C:22]([F:23])=[CH:21][N:20]=[C:19]([NH:24][CH:25]4[CH2:30][CH2:29][O:28][CH2:27][CH2:26]4)[N:18]=3)=[CH:13][C:12]2=[O:31])=[CH:6][C:5]=1[F:37].[CH3:38]I. The catalyst is CN(C=O)C. The product is [Cl:3][C:4]1[CH:9]=[CH:8][C:7]([CH:10]([C:32]2[CH:36]=[N:35][N:34]([CH3:38])[CH:33]=2)[N:11]2[CH:16]=[CH:15][C:14]([C:17]3[C:22]([F:23])=[CH:21][N:20]=[C:19]([NH:24][CH:25]4[CH2:30][CH2:29][O:28][CH2:27][CH2:26]4)[N:18]=3)=[CH:13][C:12]2=[O:31])=[CH:6][C:5]=1[F:37]. The yield is 0.230.